From a dataset of Full USPTO retrosynthesis dataset with 1.9M reactions from patents (1976-2016). Predict the reactants needed to synthesize the given product. (1) Given the product [N:17]1([S:12]([C:3]2[C:4]([Cl:11])=[CH:5][CH:6]=[C:7]([N+:8]([O-:10])=[O:9])[C:2]=2[Cl:1])(=[O:14])=[O:13])[CH2:20][CH2:19][CH2:18]1, predict the reactants needed to synthesize it. The reactants are: [Cl:1][C:2]1[C:7]([N+:8]([O-:10])=[O:9])=[CH:6][CH:5]=[C:4]([Cl:11])[C:3]=1[S:12](Cl)(=[O:14])=[O:13].Cl.[NH:17]1[CH2:20][CH2:19][CH2:18]1.C(N(CC)CC)C. (2) Given the product [OH:1][CH2:2][CH:3]([NH:8][CH2:16][C:17]1[N:18]=[C:19]([NH:23][C:24]([NH:26][C:27]2[N:28]=[C:29]([C:32]3[CH:33]=[CH:34][N:35]=[CH:36][CH:37]=3)[S:30][CH:31]=2)=[O:25])[CH:20]=[CH:21][CH:22]=1)[CH2:4][CH:5]([CH3:6])[CH3:7], predict the reactants needed to synthesize it. The reactants are: [OH:1][CH2:2][CH:3]([N:8]([CH2:16][C:17]1[CH:22]=[CH:21][CH:20]=[C:19]([NH:23][C:24]([NH:26][C:27]2[N:28]=[C:29]([C:32]3[CH:37]=[CH:36][N:35]=[CH:34][CH:33]=3)[S:30][CH:31]=2)=[O:25])[N:18]=1)C(=O)OC(C)(C)C)[CH2:4][CH:5]([CH3:7])[CH3:6].Cl.[OH-].[Na+]. (3) The reactants are: C1COCC1.[O:6]1[CH2:10][CH2:9][O:8][CH:7]1[C:11]1[CH:16]=[CH:15][C:14]([N:17]2[CH:21]=[CH:20][N:19]=[CH:18]2)=[C:13]([O:22][CH3:23])[CH:12]=1.C([Li])CCC.[Cl:29]C(Cl)(Cl)C(Cl)(Cl)Cl. Given the product [Cl:29][C:18]1[N:17]([C:14]2[CH:15]=[CH:16][C:11]([CH:7]3[O:6][CH2:10][CH2:9][O:8]3)=[CH:12][C:13]=2[O:22][CH3:23])[CH:21]=[CH:20][N:19]=1, predict the reactants needed to synthesize it.